The task is: Predict the product of the given reaction.. This data is from Forward reaction prediction with 1.9M reactions from USPTO patents (1976-2016). Given the reactants Cl[C:2]1[CH:3]=[CH:4][C:5]2[C:6]3[C:14]([NH:15][CH:16]([CH:20]4[CH2:22][CH2:21]4)[CH:17]4[CH2:19][CH2:18]4)=[N:13][CH:12]=[C:11]([C:23]([NH2:25])=[O:24])[C:7]=3[NH:8][C:9]=2[CH:10]=1.[B:26]1([B:26]2[O:30][C:29]([CH3:32])([CH3:31])[C:28]([CH3:34])([CH3:33])[O:27]2)[O:30][C:29]([CH3:32])([CH3:31])[C:28]([CH3:34])([CH3:33])[O:27]1.C1(P(C2CCCCC2)C2CCCCC2)CCCCC1.C([O-])(=O)C.[K+], predict the reaction product. The product is: [CH:17]1([CH:16]([NH:15][C:14]2[C:6]3[C:5]4[CH:4]=[CH:3][C:2]([B:26]5[O:30][C:29]([CH3:32])([CH3:31])[C:28]([CH3:34])([CH3:33])[O:27]5)=[CH:10][C:9]=4[NH:8][C:7]=3[C:11]([C:23]([NH2:25])=[O:24])=[CH:12][N:13]=2)[CH:20]2[CH2:22][CH2:21]2)[CH2:19][CH2:18]1.